From a dataset of Forward reaction prediction with 1.9M reactions from USPTO patents (1976-2016). Predict the product of the given reaction. Given the reactants Br[C:2]1[CH:7]=[CH:6][C:5]([C:8]2[N:9]=[C:10]([CH:13]3[CH2:15][CH2:14]3)[O:11][CH:12]=2)=[CH:4][CH:3]=1.[Cu](C#N)[C:17]#[N:18].[C-]#N.[Na+], predict the reaction product. The product is: [CH:13]1([C:10]2[O:11][CH:12]=[C:8]([C:5]3[CH:6]=[CH:7][C:2]([C:17]#[N:18])=[CH:3][CH:4]=3)[N:9]=2)[CH2:15][CH2:14]1.